This data is from Full USPTO retrosynthesis dataset with 1.9M reactions from patents (1976-2016). The task is: Predict the reactants needed to synthesize the given product. (1) The reactants are: [OH:1][C:2]1[CH:11]=[CH:10][C:5]([C:6]([O:8][CH3:9])=[O:7])=[CH:4][C:3]=1[N+:12]([O-])=O. Given the product [NH2:12][C:3]1[CH:4]=[C:5]([CH:10]=[CH:11][C:2]=1[OH:1])[C:6]([O:8][CH3:9])=[O:7], predict the reactants needed to synthesize it. (2) Given the product [Br:1][C:2]1[CH:3]=[N+:4]([O-:22])[CH:5]=[CH:6][C:7]=1[O:8][CH2:9][C:10]([F:11])([F:13])[F:12], predict the reactants needed to synthesize it. The reactants are: [Br:1][C:2]1[CH:3]=[N:4][CH:5]=[CH:6][C:7]=1[O:8][CH2:9][C:10]([F:13])([F:12])[F:11].C1C=C(Cl)C=C(C(OO)=[O:22])C=1.CO. (3) The reactants are: [Cl:1][C:2]1[N:3]=[N:4][C:5](Cl)=[CH:6][CH:7]=1.[F:9][C:10]([F:21])([F:20])[C:11]1[CH:16]=[CH:15][CH:14]=[CH:13][C:12]=1B(O)O.C([O-])([O-])=O.[K+].[K+]. Given the product [Cl:1][C:2]1[N:3]=[N:4][C:5]([C:12]2[CH:13]=[CH:14][CH:15]=[CH:16][C:11]=2[C:10]([F:21])([F:20])[F:9])=[CH:6][CH:7]=1, predict the reactants needed to synthesize it. (4) Given the product [CH:11]1([C:15]2[N:23]3[C:18]([C:5]([NH2:1])=[N:4][CH:3]=[N:2]3)=[C:17]([I:25])[N:16]=2)[CH2:14][CH2:13][CH2:12]1, predict the reactants needed to synthesize it. The reactants are: [NH:1]1[CH:5]=[N:4][CH:3]=[N:2]1.P(Cl)(Cl)(Cl)=O.[CH:11]1([C:15]2[N:23]3[C:18](C(=O)NC=N3)=[C:17]([I:25])[N:16]=2)[CH2:14][CH2:13][CH2:12]1. (5) Given the product [CH2:1]([N:8]([CH2:19][C:20]1[CH:25]=[CH:24][CH:23]=[CH:22][CH:21]=1)[C:9]1[N:10]=[CH:11][N:12]=[C:13]([NH:26][CH:27]2[CH2:31][CH2:30][N:29]([C:32]([O:34][C:35]([CH3:38])([CH3:37])[CH3:36])=[O:33])[CH2:28]2)[C:14]=1[N+:15]([O-:17])=[O:16])[C:2]1[CH:7]=[CH:6][CH:5]=[CH:4][CH:3]=1, predict the reactants needed to synthesize it. The reactants are: [CH2:1]([N:8]([CH2:19][C:20]1[CH:25]=[CH:24][CH:23]=[CH:22][CH:21]=1)[C:9]1[C:14]([N+:15]([O-:17])=[O:16])=[C:13](Cl)[N:12]=[CH:11][N:10]=1)[C:2]1[CH:7]=[CH:6][CH:5]=[CH:4][CH:3]=1.[NH2:26][CH:27]1[CH2:31][CH2:30][N:29]([C:32]([O:34][C:35]([CH3:38])([CH3:37])[CH3:36])=[O:33])[CH2:28]1. (6) Given the product [N+:3]([C:6]1[CH:11]=[CH:10][C:9]([N:12]([C:13]([C:15]23[O:21][CH:20]2[CH:19]2[CH2:18][CH2:17][CH:16]3[CH2:23][CH2:22]2)=[O:14])[NH2:42])=[CH:8][C:7]=1[C:24]([F:27])([F:25])[F:26])([O-:5])=[O:4], predict the reactants needed to synthesize it. The reactants are: [H-].[Na+].[N+:3]([C:6]1[CH:11]=[CH:10][C:9]([NH:12][C:13]([C:15]23[O:21][CH:20]2[CH:19]2[CH2:22][CH2:23][CH:16]3[CH2:17][CH2:18]2)=[O:14])=[CH:8][C:7]=1[C:24]([F:27])([F:26])[F:25])([O-:5])=[O:4].C1(P([NH:42]O)(C2C=CC=CC=2)=O)C=CC=CC=1. (7) Given the product [CH3:1][C:2]1[N:26]([CH3:27])[C:5]2=[N:6][C:7]([CH3:25])=[C:8]([CH:17]([CH2:22][CH2:23][CH3:24])[C:18]([OH:20])=[O:19])[C:9]([C:10]3[CH:11]=[CH:12][C:13]([CH3:16])=[CH:14][CH:15]=3)=[C:4]2[N:3]=1, predict the reactants needed to synthesize it. The reactants are: [CH3:1][C:2]1[N:26]([CH3:27])[C:5]2=[N:6][C:7]([CH3:25])=[C:8]([CH:17]([CH2:22][CH2:23][CH3:24])[C:18]([O:20]C)=[O:19])[C:9]([C:10]3[CH:15]=[CH:14][C:13]([CH3:16])=[CH:12][CH:11]=3)=[C:4]2[N:3]=1.[OH-].[Na+].